From a dataset of Full USPTO retrosynthesis dataset with 1.9M reactions from patents (1976-2016). Predict the reactants needed to synthesize the given product. (1) Given the product [CH3:20][NH:11][C@H:10]([C:12]([OH:14])=[O:13])[CH2:9][C:8]1[C:15]2[C:5](=[CH:4][CH:3]=[CH:2][CH:16]=2)[NH:6][CH:7]=1, predict the reactants needed to synthesize it. The reactants are: O[C:2]1[CH:16]=[C:15]2[C:5]([NH:6][CH:7]=[C:8]2[CH2:9][C@@H:10]([C:12]([OH:14])=[O:13])[NH2:11])=[CH:4][CH:3]=1.[H-].[Na+].I[CH3:20]. (2) Given the product [N+:15]([C:10]1[CH:11]=[CH:12][CH:13]=[CH:14][C:9]=1[S:1][C:2]1[N:7]=[CH:6][CH:5]=[CH:4][N:3]=1)([O-:17])=[O:16], predict the reactants needed to synthesize it. The reactants are: [SH:1][C:2]1[N:7]=[CH:6][CH:5]=[CH:4][N:3]=1.F[C:9]1[CH:14]=[CH:13][CH:12]=[CH:11][C:10]=1[N+:15]([O-:17])=[O:16].C(=O)([O-])[O-].[K+].[K+]. (3) Given the product [OH:19][CH:14]1[C:13]([CH3:20])([CH3:12])[C:17](=[O:18])[CH:16]=[CH:15]1, predict the reactants needed to synthesize it. The reactants are: O.O.O.O.O.O.O.[Cl-].[Ce+3].[Cl-].[Cl-].[CH3:12][C:13]1([CH3:20])[C:17](=[O:18])[CH:16]=[CH:15][C:14]1=[O:19].[BH4-].[Na+].[Cl-].[NH4+]. (4) Given the product [CH3:3][O:4][C:5](=[O:19])[C:6]([CH2:31][C:30]1[CH:33]=[CH:34][C:35]([N+:36]([O-:38])=[O:37])=[C:28]([O:27][CH2:20][C:21]2[CH:26]=[CH:25][CH:24]=[CH:23][CH:22]=2)[CH:29]=1)([NH:11][C:12]([O:14][C:15]([CH3:16])([CH3:18])[CH3:17])=[O:13])[C:7]([O:9][CH3:10])=[O:8], predict the reactants needed to synthesize it. The reactants are: [H-].[Na+].[CH3:3][O:4][C:5](=[O:19])[CH:6]([NH:11][C:12]([O:14][C:15]([CH3:18])([CH3:17])[CH3:16])=[O:13])[C:7]([O:9][CH3:10])=[O:8].[CH2:20]([O:27][C:28]1[CH:29]=[C:30]([CH:33]=[CH:34][C:35]=1[N+:36]([O-:38])=[O:37])[CH2:31]I)[C:21]1[CH:26]=[CH:25][CH:24]=[CH:23][CH:22]=1. (5) Given the product [F:27][C:28]1[CH:29]=[C:30]([CH:34]2[CH2:43][CH:42]([OH:44])[C:41]3[C:36](=[CH:37][CH:38]=[C:39]([O:45][C:7]4[CH:6]=[CH:5][C:4]([N+:1]([O-:3])=[O:2])=[CH:9][N:8]=4)[CH:40]=3)[O:35]2)[CH:31]=[CH:32][CH:33]=1, predict the reactants needed to synthesize it. The reactants are: [N+:1]([C:4]1[CH:5]=[CH:6][C:7](OC2C=C3C(=CC=2)OC(C2C=CC=CC=2)CC3)=[N:8][CH:9]=1)([O-:3])=[O:2].[F:27][C:28]1[CH:29]=[C:30]([CH:34]2[CH2:43][CH:42]([OH:44])[C:41]3[C:36](=[CH:37][CH:38]=[C:39]([OH:45])[CH:40]=3)[O:35]2)[CH:31]=[CH:32][CH:33]=1. (6) Given the product [O:31]1[CH2:32][CH2:33][N:34]([C:37]2[CH:38]=[CH:39][C:40]([NH:41][C:2]3[C:3]4[NH:21][N:20]=[CH:19][C:4]=4[N:5]=[C:6]([C:8]4[CH:9]=[N:10][C:11]([N:14]5[CH2:18][CH2:17][CH2:16][CH2:15]5)=[CH:12][CH:13]=4)[N:7]=3)=[CH:42][CH:43]=2)[CH2:35][CH2:36]1, predict the reactants needed to synthesize it. The reactants are: Cl[C:2]1[C:3]2[C:4](=[CH:19][N:20](CC3C=CC(OC)=CC=3)[N:21]=2)[N:5]=[C:6]([C:8]2[CH:9]=[N:10][C:11]([N:14]3[CH2:18][CH2:17][CH2:16][CH2:15]3)=[CH:12][CH:13]=2)[N:7]=1.[O:31]1[CH2:36][CH2:35][N:34]([C:37]2[CH:43]=[CH:42][C:40]([NH2:41])=[CH:39][CH:38]=2)[CH2:33][CH2:32]1.Cl. (7) Given the product [CH3:23][Si:8]([CH3:7])([CH2:17][CH2:18][Si:19]([CH3:20])([CH3:22])[CH3:21])[CH2:9][CH2:10][CH2:11][O:12][CH2:13][CH:14]([OH:15])[CH2:16][N:1]1[CH2:6][CH2:5][NH:4][CH2:3][CH2:2]1, predict the reactants needed to synthesize it. The reactants are: [NH:1]1[CH2:6][CH2:5][NH:4][CH2:3][CH2:2]1.[CH3:7][Si:8]([CH3:23])([CH2:17][CH2:18][Si:19]([CH3:22])([CH3:21])[CH3:20])[CH2:9][CH2:10][CH2:11][O:12][CH2:13][CH:14]1[CH2:16][O:15]1. (8) Given the product [Br:1][CH2:2][CH2:3][CH2:4][CH2:5][CH2:6][O:7][CH:9]1[CH2:10][CH2:11][CH2:12][CH2:13][O:8]1, predict the reactants needed to synthesize it. The reactants are: [Br:1][CH2:2][CH2:3][CH2:4][CH2:5][CH2:6][OH:7].[O:8]1[CH:13]=[CH:12][CH2:11][CH2:10][CH2:9]1.O.C1(C)C=CC(S(O)(=O)=O)=CC=1.